From a dataset of Reaction yield outcomes from USPTO patents with 853,638 reactions. Predict the reaction yield, written as a fraction of the theoretical maximum amount of product (1.0 means a 100% yield; for example, 0.34 means a 34% yield). (1) The reactants are [CH3:1][O:2][C:3]1[CH:4]=[CH:5][CH:6]=[C:7]2[C:12]=1[N:11]=[CH:10][CH:9]=[C:8]2O.O=P(Cl)(Cl)[Cl:16]. No catalyst specified. The product is [Cl:16][C:8]1[C:7]2[C:12](=[C:3]([O:2][CH3:1])[CH:4]=[CH:5][CH:6]=2)[N:11]=[CH:10][CH:9]=1. The yield is 0.720. (2) The reactants are [CH3:1][O:2][C:3]1[CH:4]=[C:5]([CH:14]=[CH2:15])[CH:6]=[C:7]([O:12][CH3:13])[C:8]=1[CH2:9][CH2:10][CH3:11].Br[C:17]1[CH:18]=[C:19]([CH:23]=[CH:24][CH:25]=1)[C:20]([OH:22])=[O:21].COC1C=C(C=CC2C=CC(C(O)=O)=CC=2)C=C(OC)C=1CCC. No catalyst specified. The product is [CH3:13][O:12][C:7]1[CH:6]=[C:5]([CH:14]=[CH:15][C:17]2[CH:18]=[C:19]([CH:23]=[CH:24][CH:25]=2)[C:20]([OH:22])=[O:21])[CH:4]=[C:3]([O:2][CH3:1])[C:8]=1[CH2:9][CH2:10][CH3:11]. The yield is 0.770.